The task is: Predict the reaction yield, written as a fraction of the theoretical maximum amount of product (1.0 means a 100% yield; for example, 0.34 means a 34% yield).. This data is from Reaction yield outcomes from USPTO patents with 853,638 reactions. (1) The reactants are [C:1]1([C@@H:7]([NH:9][C:10]2[N:15]=[C:14]([N:16]3[C:20]4[CH:21]=[C:22]([NH2:25])[CH:23]=[CH:24][C:19]=4[N:18]=[CH:17]3)[CH:13]=[N:12][CH:11]=2)[CH3:8])[CH:6]=[CH:5][CH:4]=[CH:3][CH:2]=1.[C:26](Cl)(=[O:33])[C:27]1[CH:32]=[CH:31][CH:30]=[CH:29][CH:28]=1. No catalyst specified. The product is [C:1]1([C@@H:7]([NH:9][C:10]2[N:15]=[C:14]([N:16]3[C:20]4[CH:21]=[C:22]([NH:25][C:26](=[O:33])[C:27]5[CH:32]=[CH:31][CH:30]=[CH:29][CH:28]=5)[CH:23]=[CH:24][C:19]=4[N:18]=[CH:17]3)[CH:13]=[N:12][CH:11]=2)[CH3:8])[CH:6]=[CH:5][CH:4]=[CH:3][CH:2]=1. The yield is 0.760. (2) The reactants are [C:1]1([CH:7]2[CH2:24][O:23][C:10]3([CH2:15][CH2:14][N:13]([C:16]([O:18][C:19]([CH3:22])([CH3:21])[CH3:20])=[O:17])[CH2:12][CH2:11]3)[CH2:9][NH:8]2)[CH:6]=[CH:5][CH:4]=[CH:3][CH:2]=1.[CH:25](=O)[CH3:26].C([BH3-])#N.[Na+]. The catalyst is C(O)C. The product is [CH2:25]([N:8]1[CH:7]([C:1]2[CH:2]=[CH:3][CH:4]=[CH:5][CH:6]=2)[CH2:24][O:23][C:10]2([CH2:11][CH2:12][N:13]([C:16]([O:18][C:19]([CH3:20])([CH3:21])[CH3:22])=[O:17])[CH2:14][CH2:15]2)[CH2:9]1)[CH3:26]. The yield is 0.820. (3) The reactants are [CH3:1][C:2](=[CH2:15])[CH2:3][O:4][C:5]1[CH:10]=[CH:9][CH:8]=[CH:7][C:6]=1[NH:11][C:12](=[O:14])[CH3:13].ClC1C=CC=C(C(OO)=[O:24])C=1. No catalyst specified. The product is [CH3:15][C:2]1([CH2:3][O:4][C:5]2[CH:10]=[CH:9][CH:8]=[CH:7][C:6]=2[NH:11][C:12](=[O:14])[CH3:13])[CH2:1][O:24]1. The yield is 0.650. (4) The reactants are Br[C:2]1[C:3]([NH:9][C@@H:10]([C:12]2[CH:17]=[CH:16][CH:15]=[CH:14][CH:13]=2)[CH3:11])=[N:4][C:5]([Cl:8])=[N:6][CH:7]=1.[C:18]([O:23][CH3:24])(=[O:22])[C:19]#[C:20][CH3:21].[Cl-].[Li+].C(=O)([O-])[O-].[K+].[K+]. The catalyst is CN(C)C=O.C([O-])(=O)C.[Pd+2].C([O-])(=O)C. The product is [Cl:8][C:5]1[N:6]=[CH:7][C:2]2[C:19]([C:18]([O:23][CH3:24])=[O:22])=[C:20]([CH3:21])[N:9]([C@@H:10]([C:12]3[CH:17]=[CH:16][CH:15]=[CH:14][CH:13]=3)[CH3:11])[C:3]=2[N:4]=1. The yield is 0.150. (5) The catalyst is C(Cl)Cl.C(N(CC)CC)C.C1(C)C=CC=CC=1. The yield is 0.410. The product is [CH3:1][O:2][C:3]1[CH:4]=[C:5]2[C:10](=[CH:11][C:12]=1[O:13][CH3:14])[N:9]=[CH:8][CH:7]=[C:6]2[O:15][C:16]1[CH:22]=[CH:21][C:19]([NH:20][C:29](=[O:35])[O:30][C:31]2[CH:43]=[CH:42][CH:41]=[CH:40][C:39]=2[O:38][CH3:37])=[C:18]([CH3:23])[C:17]=1[CH3:24]. The reactants are [CH3:1][O:2][C:3]1[CH:4]=[C:5]2[C:10](=[CH:11][C:12]=1[O:13][CH3:14])[N:9]=[CH:8][CH:7]=[C:6]2[O:15][C:16]1[CH:22]=[CH:21][C:19]([NH2:20])=[C:18]([CH3:23])[C:17]=1[CH3:24].ClC(Cl)(O[C:29](=[O:35])[O:30][C:31](Cl)(Cl)Cl)Cl.[CH3:37][O:38][C:39]1C=[CH:43][CH:42]=[CH:41][C:40]=1O.C(=O)(O)[O-].[Na+]. (6) The reactants are [Mg].II.Br[C:5]1[C:18]([O:19][CH3:20])=[CH:17][C:8]([CH2:9][O:10][CH:11]2[CH2:16][CH2:15][CH2:14][CH2:13][O:12]2)=[CH:7][C:6]=1[O:21][CH3:22].[B:23](OC(C)C)([O:28]C(C)C)[O:24]C(C)C.[Cl-].[NH4+]. The yield is 0.677. The product is [CH3:22][O:21][C:6]1[CH:7]=[C:8]([CH2:9][O:10][CH:11]2[CH2:16][CH2:15][CH2:14][CH2:13][O:12]2)[CH:17]=[C:18]([O:19][CH3:20])[C:5]=1[B:23]([OH:28])[OH:24]. The catalyst is O1CCCC1.C(OCC)(=O)C. (7) The reactants are [NH2:1][C:2]1[CH:22]=[CH:21][C:5]([O:6][C:7]2[N:12]=[CH:11][N:10]=[C:9]([NH:13][C:14]([N:16]3[CH2:20][CH2:19][CH2:18][CH2:17]3)=[O:15])[CH:8]=2)=[C:4]([F:23])[CH:3]=1.C(N(CC)C(C)C)(C)C.[O:33]=[C:34]1[N:38]([C:39]2[CH:44]=[CH:43][CH:42]=[CH:41][CH:40]=2)[CH2:37][CH2:36][N:35]1[C:45](Cl)=[O:46].C1(N2CCNC2=O)C=CC=CC=1.ClC(Cl)(OC(=O)OC(Cl)(Cl)Cl)Cl. The catalyst is ClCCl.O1CCCC1.C(OCC)(=O)C.CCCCCC.C(O)=O.CO.O.CO. The product is [F:23][C:4]1[CH:3]=[C:2]([NH:1][C:45]([N:35]2[CH2:36][CH2:37][N:38]([C:39]3[CH:44]=[CH:43][CH:42]=[CH:41][CH:40]=3)[C:34]2=[O:33])=[O:46])[CH:22]=[CH:21][C:5]=1[O:6][C:7]1[CH:8]=[C:9]([NH:13][C:14]([N:16]2[CH2:20][CH2:19][CH2:18][CH2:17]2)=[O:15])[N:10]=[CH:11][N:12]=1. The yield is 0.220. (8) The reactants are [O:1]1[CH2:6][CH2:5][N:4]([C:7]2[S:8][N:9]=[C:10]3[CH:15]=[C:14](Br)[CH:13]=[N:12][C:11]=23)[CH2:3][CH2:2]1.[CH3:17][O:18][C:19]([C:21]1[CH:26]=[CH:25][C:24](B(O)O)=[CH:23][C:22]=1[O:30][CH3:31])=[O:20].C([O-])([O-])=O.[K+].[K+]. The catalyst is C1C=CC([P]([Pd]([P](C2C=CC=CC=2)(C2C=CC=CC=2)C2C=CC=CC=2)([P](C2C=CC=CC=2)(C2C=CC=CC=2)C2C=CC=CC=2)[P](C2C=CC=CC=2)(C2C=CC=CC=2)C2C=CC=CC=2)(C2C=CC=CC=2)C2C=CC=CC=2)=CC=1. The product is [CH3:31][O:30][C:22]1[CH:23]=[C:24]([C:14]2[CH:13]=[N:12][C:11]3=[C:7]([N:4]4[CH2:5][CH2:6][O:1][CH2:2][CH2:3]4)[S:8][N:9]=[C:10]3[CH:15]=2)[CH:25]=[CH:26][C:21]=1[C:19]([O:18][CH3:17])=[O:20]. The yield is 0.660. (9) The reactants are [N:1]1([C:7](=[O:29])[CH2:8][CH2:9][CH:10]=[CH:11][CH2:12][CH:13]=[CH:14][CH2:15][CH:16]=[CH:17][CH2:18][CH:19]=[CH:20][CH2:21][CH:22]=[CH:23][CH2:24][CH:25]=[CH:26][CH2:27][CH3:28])[CH2:6][CH2:5][NH:4][CH2:3][CH2:2]1.[C:30](O)(=[O:38])[C:31]1[C:32](=[CH:34][CH:35]=[CH:36][CH:37]=1)[OH:33].CCN(CC)CC.CN(C(ON1N=NC2C=CC=NC1=2)=[N+](C)C)C.F[P-](F)(F)(F)(F)F. The catalyst is CC#N. The product is [OH:33][C:32]1[CH:34]=[CH:35][CH:36]=[CH:37][C:31]=1[C:30]([N:4]1[CH2:5][CH2:6][N:1]([C:7](=[O:29])[CH2:8][CH2:9][CH:10]=[CH:11][CH2:12][CH:13]=[CH:14][CH2:15][CH:16]=[CH:17][CH2:18][CH:19]=[CH:20][CH2:21][CH:22]=[CH:23][CH2:24][CH:25]=[CH:26][CH2:27][CH3:28])[CH2:2][CH2:3]1)=[O:38]. The yield is 0.196. (10) The reactants are [C:1]([N-:4][CH:5]1[CH2:10][CH2:9][NH:8][CH2:7][CH2:6]1)(=[O:3])C.[C:11]12(N)[CH2:20][CH:15]3[CH2:16][CH:17]([CH2:19][CH:13]([CH2:14]3)[CH2:12]1)[CH2:18]2.[C:22]([O:25]I(C1C=CC=CC=1)OC(=O)C)(=O)[CH3:23].C(#[N:39])C. No catalyst specified. The product is [C:22]([N:8]1[CH2:9][CH2:10][CH:5]([N:4]([C:11]23[CH2:20][CH:15]4[CH2:16][CH:17]([CH2:19][CH:13]([CH2:14]4)[CH2:12]2)[CH2:18]3)[C:1]([NH2:39])=[O:3])[CH2:6][CH2:7]1)(=[O:25])[CH3:23]. The yield is 0.720.